Dataset: Peptide-MHC class I binding affinity with 185,985 pairs from IEDB/IMGT. Task: Regression. Given a peptide amino acid sequence and an MHC pseudo amino acid sequence, predict their binding affinity value. This is MHC class I binding data. The peptide sequence is YWPTEGYEF. The MHC is HLA-A24:03 with pseudo-sequence HLA-A24:03. The binding affinity (normalized) is 1.00.